This data is from Forward reaction prediction with 1.9M reactions from USPTO patents (1976-2016). The task is: Predict the product of the given reaction. (1) Given the reactants [Cl:1][C:2]1[C:3]([F:42])=[C:4]([C@@H:8]2[C@:12]([C:15]3[CH:20]=[CH:19][C:18]([Cl:21])=[CH:17][C:16]=3[F:22])([C:13]#[N:14])[C@H:11]([CH2:23][C:24]([CH3:27])([CH3:26])[CH3:25])[NH:10][C@H:9]2[C:28]([NH:30][C:31]2[CH:39]=[CH:38][C:34]([C:35]([OH:37])=[O:36])=[CH:33][C:32]=2[O:40][CH3:41])=[O:29])[CH:5]=[CH:6][CH:7]=1.[N:43]([CH2:46][C:47]([O:49][CH2:50][CH3:51])=[O:48])=[C:44]=[O:45].O, predict the reaction product. The product is: [Cl:1][C:2]1[C:3]([F:42])=[C:4]([C@@H:8]2[C@:12]([C:15]3[CH:20]=[CH:19][C:18]([Cl:21])=[CH:17][C:16]=3[F:22])([C:13]#[N:14])[C@H:11]([CH2:23][C:24]([CH3:26])([CH3:27])[CH3:25])[N:10]([C:44](=[O:45])[NH:43][CH2:46][C:47]([O:49][CH2:50][CH3:51])=[O:48])[C@H:9]2[C:28]([NH:30][C:31]2[CH:39]=[CH:38][C:34]([C:35]([OH:37])=[O:36])=[CH:33][C:32]=2[O:40][CH3:41])=[O:29])[CH:5]=[CH:6][CH:7]=1. (2) The product is: [Cl:1][C:2]1[C:3]([C:12](=[N:30][O:29][CH2:27][CH3:28])[CH2:13][N:14]2[C:18](=[O:19])[C:17]3=[CH:20][CH:21]=[CH:22][CH:23]=[C:16]3[C:15]2=[O:24])=[N:4][CH:5]=[C:6]([C:8]([F:11])([F:10])[F:9])[CH:7]=1. Given the reactants [Cl:1][C:2]1[C:3]([C:12](=O)[CH2:13][N:14]2[C:18](=[O:19])[C:17]3=[CH:20][CH:21]=[CH:22][CH:23]=[C:16]3[C:15]2=[O:24])=[N:4][CH:5]=[C:6]([C:8]([F:11])([F:10])[F:9])[CH:7]=1.Cl.[CH2:27]([O:29][NH2:30])[CH3:28].O, predict the reaction product. (3) Given the reactants CC1C=C(C)C=C(C)C=1S[C:11]1[N:15]=[CH:14][N:13]([C:16](=[O:20])[N:17]([CH3:19])[CH3:18])[N:12]=1.ClC1[CH:27]=[CH:26][CH:25]=[C:24]([C:28](OO)=O)[CH:23]=1.[S:32]([O-:36])([O-])(=[O:34])=S.[Na+].[Na+].[C:39](=O)([O-])[O-].[K+].[K+].C(O[CH2:49][CH3:50])(=O)C, predict the reaction product. The product is: [CH3:39][C:26]1[CH:25]=[C:24]([CH3:28])[CH:23]=[C:49]([CH3:50])[C:27]=1[S:32]([C:11]1[N:15]=[CH:14][N:13]([C:16](=[O:20])[N:17]([CH3:19])[CH3:18])[N:12]=1)(=[O:36])=[O:34]. (4) Given the reactants [NH2:1][C:2]1[CH:3]=[C:4]([CH:8]=[CH:9][C:10]=1[Cl:11])[C:5]([NH2:7])=[O:6].[CH3:12][O:13][C:14]1[CH:15]=[C:16](B(O)O)[CH:17]=[CH:18][C:19]=1[O:20][CH3:21].O.[C:26]([OH:30])(=[O:29])[CH:27]=O, predict the reaction product. The product is: [C:5]([C:4]1[CH:8]=[CH:9][C:10]([Cl:11])=[C:2]([NH:1][CH:27]([C:16]2[CH:17]=[CH:18][C:19]([O:20][CH3:21])=[C:14]([O:13][CH3:12])[CH:15]=2)[C:26]([OH:30])=[O:29])[CH:3]=1)(=[O:6])[NH2:7].